Dataset: Peptide-MHC class I binding affinity with 185,985 pairs from IEDB/IMGT. Task: Regression. Given a peptide amino acid sequence and an MHC pseudo amino acid sequence, predict their binding affinity value. This is MHC class I binding data. The peptide sequence is KVFPYALINK. The MHC is Mamu-A2201 with pseudo-sequence Mamu-A2201. The binding affinity (normalized) is 0.980.